This data is from Full USPTO retrosynthesis dataset with 1.9M reactions from patents (1976-2016). The task is: Predict the reactants needed to synthesize the given product. (1) Given the product [CH3:1][CH:2]1[CH:7]([CH3:8])[CH2:6][CH2:5][CH2:4][CH:3]1[NH:9][C:19]([C:17]1[CH:16]=[CH:15][C:14]2[O:10][CH2:11][O:12][C:13]=2[CH:18]=1)=[O:20], predict the reactants needed to synthesize it. The reactants are: [CH3:1][CH:2]1[CH:7]([CH3:8])[CH2:6][CH2:5][CH2:4][CH:3]1[NH2:9].[O:10]1[C:14]2[CH:15]=[CH:16][C:17]([C:19](O)=[O:20])=[CH:18][C:13]=2[O:12][CH2:11]1.N=C=N.OC1C2N=NNC=2C=CC=1.C(O)C(N)(CO)CO. (2) Given the product [CH3:1][C@@H:2]1[CH2:6][N:5]([CH2:41][C:33]2[N:32]([CH3:31])[C:40]3[CH:39]=[CH:38][N:37]=[CH:36][C:35]=3[N:34]=2)[CH2:4][C@H:3]1[C:15]1[NH:16][C:17](=[O:30])[C:18]2[CH:23]=[N:22][N:21]([CH:24]3[CH2:29][CH2:28][O:27][CH2:26][CH2:25]3)[C:19]=2[N:20]=1, predict the reactants needed to synthesize it. The reactants are: [CH3:1][C@@H:2]1[CH2:6][N:5](CC2C=NC(C)=NC=2)[CH2:4][C@H:3]1[C:15]1[NH:16][C:17](=[O:30])[C:18]2[CH:23]=[N:22][N:21]([CH:24]3[CH2:29][CH2:28][O:27][CH2:26][CH2:25]3)[C:19]=2[N:20]=1.[CH3:31][N:32]1[C:40]2[CH:39]=[CH:38][N:37]=[CH:36][C:35]=2[N:34]=[C:33]1[CH:41]=O. (3) Given the product [Br:1][C:2]1[CH:7]=[CH:6][CH:5]=[CH:4][C:3]=1[CH2:8][CH2:9][C:10]([NH2:19])=[O:12], predict the reactants needed to synthesize it. The reactants are: [Br:1][C:2]1[CH:7]=[CH:6][CH:5]=[CH:4][C:3]=1[CH2:8][CH2:9][C:10]([OH:12])=O.C(Cl)(=O)C(Cl)=O.[NH3:19].C1OCCOC1. (4) Given the product [NH2:1][C:2]1[N:7]=[CH:6][N:5]=[C:4]2[N:8]([CH2:25][C@H:26]([NH:28][C:29](=[O:33])[C:30]([C:31]#[N:32])=[CH:38][C:35]([NH:39][C:40](=[O:46])[O:41][C:42]([CH3:45])([CH3:44])[CH3:43])([CH3:34])[CH3:36])[CH3:27])[N:9]=[C:10]([C:11]3[CH:16]=[CH:15][C:14]([O:17][C:18]4[CH:19]=[CH:20][CH:21]=[CH:22][CH:23]=4)=[CH:13][C:12]=3[F:24])[C:3]=12, predict the reactants needed to synthesize it. The reactants are: [NH2:1][C:2]1[N:7]=[CH:6][N:5]=[C:4]2[N:8]([CH2:25][C@H:26]([NH:28][C:29](=[O:33])[CH2:30][C:31]#[N:32])[CH3:27])[N:9]=[C:10]([C:11]3[CH:16]=[CH:15][C:14]([O:17][C:18]4[CH:23]=[CH:22][CH:21]=[CH:20][CH:19]=4)=[CH:13][C:12]=3[F:24])[C:3]=12.[CH3:34][C:35]([NH:39][C:40](=[O:46])[O:41][C:42]([CH3:45])([CH3:44])[CH3:43])([CH3:38])[CH:36]=O. (5) Given the product [C:1]([O:5][C:6]([N:8]1[CH2:12][CH:11]([O:13][C:14](=[O:16])[CH3:15])[CH2:10][C@@H:9]1[C:17]1[N:18]=[C:19]([NH:22][C:29]([NH:28][CH2:27][C:26]2[CH:31]=[CH:32][C:33]([Cl:34])=[C:24]([Cl:23])[CH:25]=2)=[O:30])[S:20][CH:21]=1)=[O:7])([CH3:2])([CH3:3])[CH3:4], predict the reactants needed to synthesize it. The reactants are: [C:1]([O:5][C:6]([N:8]1[CH2:12][CH:11]([O:13][C:14](=[O:16])[CH3:15])[CH2:10][C@@H:9]1[C:17]1[N:18]=[C:19]([NH2:22])[S:20][CH:21]=1)=[O:7])([CH3:4])([CH3:3])[CH3:2].[Cl:23][C:24]1[CH:25]=[C:26]([CH:31]=[CH:32][C:33]=1[Cl:34])[CH2:27][N:28]=[C:29]=[O:30]. (6) Given the product [F:25][C:22]1[CH:23]=[CH:24][C:19]([C:18]2[C:13]3[CH:12]=[CH:11][C:10](=[O:31])[N:9]([C:3]4[C:2]([F:1])=[CH:7][CH:6]=[CH:5][C:4]=4[F:8])[C:14]=3[N:15]=[C:16]([NH:32][C@H:33]([CH3:36])[CH2:34][OH:35])[N:17]=2)=[C:20]([CH3:26])[CH:21]=1, predict the reactants needed to synthesize it. The reactants are: [F:1][C:2]1[CH:7]=[CH:6][CH:5]=[C:4]([F:8])[C:3]=1[N:9]1[C:14]2[N:15]=[C:16](S(C)(=O)=O)[N:17]=[C:18]([C:19]3[CH:24]=[CH:23][C:22]([F:25])=[CH:21][C:20]=3[CH3:26])[C:13]=2[CH:12]=[CH:11][C:10]1=[O:31].[NH2:32][C@H:33]([CH3:36])[CH2:34][OH:35]. (7) Given the product [C:11]1([CH3:23])[CH:16]=[C:15]([CH3:17])[CH:14]=[C:13]([CH3:18])[C:12]=1[C:2]1[NH:6][C:5]([CH3:7])=[N:4][C:3]=1[N+:8]([O-:10])=[O:9], predict the reactants needed to synthesize it. The reactants are: Br[C:2]1[NH:6][C:5]([CH3:7])=[N:4][C:3]=1[N+:8]([O-:10])=[O:9].[C:11]1([CH3:23])[CH:16]=[C:15]([CH3:17])[CH:14]=[C:13]([CH3:18])[C:12]=1OB(O)O.O.O.O.O.O.O.O.O.[OH-].[Ba+2].[OH-]. (8) The reactants are: [NH:1]1[CH2:5][CH2:4][CH:3]([CH2:6][OH:7])[CH2:2]1.C(N(CC)CC)C.[C:15](O[C:15]([O:17][C:18]([CH3:21])([CH3:20])[CH3:19])=[O:16])([O:17][C:18]([CH3:21])([CH3:20])[CH3:19])=[O:16]. Given the product [OH:7][CH2:6][CH:3]1[CH2:4][CH2:5][N:1]([C:15]([O:17][C:18]([CH3:21])([CH3:20])[CH3:19])=[O:16])[CH2:2]1, predict the reactants needed to synthesize it. (9) Given the product [CH2:10]([N:4]1[CH2:3][CH:25]([C:20]2[CH:21]=[CH:22][C:23]([Cl:24])=[C:18]([Cl:17])[CH:19]=2)[CH:26]([C:27](=[O:29])[CH3:28])[CH2:5]1)[C:11]1[CH:12]=[CH:13][CH:14]=[CH:15][CH:16]=1, predict the reactants needed to synthesize it. The reactants are: CO[CH2:3][N:4]([CH2:10][C:11]1[CH:16]=[CH:15][CH:14]=[CH:13][CH:12]=1)[CH2:5][Si](C)(C)C.[Cl:17][C:18]1[CH:19]=[C:20](/[CH:25]=[CH:26]/[C:27](=[O:29])[CH3:28])[CH:21]=[CH:22][C:23]=1[Cl:24].FC(F)(F)C(O)=O.